Predict the product of the given reaction. From a dataset of Forward reaction prediction with 1.9M reactions from USPTO patents (1976-2016). (1) Given the reactants [CH3:1][N:2]1[C:6]([CH3:7])=[C:5]([CH:8]=O)[CH:4]=[N:3]1.[H-].[Na+].C(OP([CH2:20][C:21]([O:23][CH2:24][CH3:25])=[O:22])(OCC)=O)C.CN(C)C=O, predict the reaction product. The product is: [CH3:1][N:2]1[C:6]([CH3:7])=[C:5](/[CH:8]=[CH:20]/[C:21]([O:23][CH2:24][CH3:25])=[O:22])[CH:4]=[N:3]1. (2) Given the reactants [CH2:1]([O:8][CH:9]1[CH2:12][C:11]2([CH2:21][CH2:20][C:15]3(OCC[O:16]3)[CH2:14][CH2:13]2)[CH2:10]1)[C:2]1[CH:7]=[CH:6][CH:5]=[CH:4][CH:3]=1, predict the reaction product. The product is: [CH2:1]([O:8][CH:9]1[CH2:10][C:11]2([CH2:21][CH2:20][C:15](=[O:16])[CH2:14][CH2:13]2)[CH2:12]1)[C:2]1[CH:3]=[CH:4][CH:5]=[CH:6][CH:7]=1. (3) Given the reactants [Cl:1][C:2]1[CH:3]=[CH:4][C:5]([CH3:11])=[C:6]([CH:10]=1)[C:7]([OH:9])=[O:8].S(=O)(=O)(O)O.[CH2:17](O)[CH3:18], predict the reaction product. The product is: [Cl:1][C:2]1[CH:3]=[CH:4][C:5]([CH3:11])=[C:6]([CH:10]=1)[C:7]([O:9][CH2:17][CH3:18])=[O:8]. (4) The product is: [Br:1][C:2]1[CH:7]=[C:6]([F:8])[CH:5]=[CH:4][C:3]=1[CH:9]1[C:14]([C:15]([O:17][CH2:18][CH3:19])=[O:16])=[C:13]([CH2:20][Br:35])[NH:12][C:11]([N:21]2[CH:25]=[N:24][C:23]([C:26]#[N:27])=[N:22]2)=[N:10]1. Given the reactants [Br:1][C:2]1[CH:7]=[C:6]([F:8])[CH:5]=[CH:4][C:3]=1[CH:9]1[C:14]([C:15]([O:17][CH2:18][CH3:19])=[O:16])=[C:13]([CH3:20])[NH:12][C:11]([N:21]2[CH:25]=[N:24][C:23]([C:26]#[N:27])=[N:22]2)=[N:10]1.C1C(=O)N([Br:35])C(=O)C1, predict the reaction product. (5) Given the reactants C(OC([N:8]1[C:13](=[O:14])[CH:12]=[C:11]([NH:15][CH2:16][CH:17](OCC)OCC)[CH2:10][CH2:9]1)=O)(C)(C)C.[C:24]([OH:30])([C:26]([F:29])([F:28])[F:27])=[O:25].CC(OC)(C)C, predict the reaction product. The product is: [F:27][C:26]([F:29])([F:28])[C:24]([OH:30])=[O:25].[NH:15]1[C:11]2[CH2:10][CH2:9][NH:8][C:13](=[O:14])[C:12]=2[CH:17]=[CH:16]1. (6) Given the reactants [C:1]1(=O)[CH2:6][CH2:5][CH2:4][CH2:3][CH2:2]1.[CH3:8][C:9]1[N:10]=[C:11]([CH2:14][C:15]#[N:16])[S:12][CH:13]=1, predict the reaction product. The product is: [C:1]1(=[C:14]([C:11]2[S:12][CH:13]=[C:9]([CH3:8])[N:10]=2)[C:15]#[N:16])[CH2:6][CH2:5][CH2:4][CH2:3][CH2:2]1. (7) Given the reactants [CH2:1]([O:3][C:4](=[O:9])[CH2:5][CH2:6][CH2:7]Br)[CH3:2].[OH:10][N:11]1[C:15](=[O:16])[C:14]2=[CH:17][CH:18]=[CH:19][CH:20]=[C:13]2[C:12]1=[O:21].CCN(C(C)C)C(C)C.[Cl-].[NH4+], predict the reaction product. The product is: [CH2:1]([O:3][C:4](=[O:9])[CH2:5][CH2:6][CH2:7][O:10][N:11]1[C:15](=[O:16])[C:14]2[C:13](=[CH:20][CH:19]=[CH:18][CH:17]=2)[C:12]1=[O:21])[CH3:2].